From a dataset of Forward reaction prediction with 1.9M reactions from USPTO patents (1976-2016). Predict the product of the given reaction. Given the reactants [F:1][C:2]([F:23])([F:22])[C:3]1[N:11]=[C:10]([NH:12][CH2:13][CH2:14][C:15]2[CH:20]=[CH:19][CH:18]=[CH:17][CH:16]=2)[N:9]=[C:8]2[C:4]=1[N:5]=[CH:6][N:7]2[CH3:21].C(O)C.C(=O)=O.[Li]CCCC.[I:35]I, predict the reaction product. The product is: [I:35][C:6]1[N:7]([CH3:21])[C:8]2[C:4]([N:5]=1)=[C:3]([C:2]([F:1])([F:22])[F:23])[N:11]=[C:10]([NH:12][CH2:13][CH2:14][C:15]1[CH:16]=[CH:17][CH:18]=[CH:19][CH:20]=1)[N:9]=2.